This data is from NCI-60 drug combinations with 297,098 pairs across 59 cell lines. The task is: Regression. Given two drug SMILES strings and cell line genomic features, predict the synergy score measuring deviation from expected non-interaction effect. (1) Drug 1: C1=CC=C(C=C1)NC(=O)CCCCCCC(=O)NO. Drug 2: COCCOC1=C(C=C2C(=C1)C(=NC=N2)NC3=CC=CC(=C3)C#C)OCCOC.Cl. Cell line: A549. Synergy scores: CSS=23.1, Synergy_ZIP=2.74, Synergy_Bliss=10.2, Synergy_Loewe=7.93, Synergy_HSA=9.03. (2) Drug 1: CC1=C2C(C(=O)C3(C(CC4C(C3C(C(C2(C)C)(CC1OC(=O)C(C(C5=CC=CC=C5)NC(=O)OC(C)(C)C)O)O)OC(=O)C6=CC=CC=C6)(CO4)OC(=O)C)OC)C)OC. Drug 2: C1=CN(C=N1)CC(O)(P(=O)(O)O)P(=O)(O)O. Cell line: UACC-257. Synergy scores: CSS=33.0, Synergy_ZIP=8.91, Synergy_Bliss=11.3, Synergy_Loewe=-3.40, Synergy_HSA=11.8. (3) Drug 2: CCC1(CC2CC(C3=C(CCN(C2)C1)C4=CC=CC=C4N3)(C5=C(C=C6C(=C5)C78CCN9C7C(C=CC9)(C(C(C8N6C=O)(C(=O)OC)O)OC(=O)C)CC)OC)C(=O)OC)O.OS(=O)(=O)O. Cell line: UACC-257. Drug 1: CCC1=CC2CC(C3=C(CN(C2)C1)C4=CC=CC=C4N3)(C5=C(C=C6C(=C5)C78CCN9C7C(C=CC9)(C(C(C8N6C)(C(=O)OC)O)OC(=O)C)CC)OC)C(=O)OC.C(C(C(=O)O)O)(C(=O)O)O. Synergy scores: CSS=17.4, Synergy_ZIP=-7.46, Synergy_Bliss=2.34, Synergy_Loewe=-8.92, Synergy_HSA=1.63. (4) Drug 1: CC1=CC=C(C=C1)C2=CC(=NN2C3=CC=C(C=C3)S(=O)(=O)N)C(F)(F)F. Drug 2: CC(C)CN1C=NC2=C1C3=CC=CC=C3N=C2N. Cell line: DU-145. Synergy scores: CSS=-0.161, Synergy_ZIP=-0.339, Synergy_Bliss=-1.82, Synergy_Loewe=-3.48, Synergy_HSA=-2.19. (5) Drug 1: CNC(=O)C1=CC=CC=C1SC2=CC3=C(C=C2)C(=NN3)C=CC4=CC=CC=N4. Drug 2: CCCCC(=O)OCC(=O)C1(CC(C2=C(C1)C(=C3C(=C2O)C(=O)C4=C(C3=O)C=CC=C4OC)O)OC5CC(C(C(O5)C)O)NC(=O)C(F)(F)F)O. Cell line: BT-549. Synergy scores: CSS=3.01, Synergy_ZIP=1.42, Synergy_Bliss=4.26, Synergy_Loewe=1.48, Synergy_HSA=2.60. (6) Drug 1: CC1CCCC2(C(O2)CC(NC(=O)CC(C(C(=O)C(C1O)C)(C)C)O)C(=CC3=CSC(=N3)C)C)C. Drug 2: B(C(CC(C)C)NC(=O)C(CC1=CC=CC=C1)NC(=O)C2=NC=CN=C2)(O)O. Cell line: MALME-3M. Synergy scores: CSS=61.5, Synergy_ZIP=0.590, Synergy_Bliss=0.0448, Synergy_Loewe=-1.41, Synergy_HSA=-0.581.